From a dataset of B-cell epitopes from PDB crystal structures with 447 antigens. Token-level Classification. Given an antigen amino acid sequence, predict which amino acid positions are active epitope sites capable of antibody binding. Output is a list of indices for active positions. (1) The epitope positions are: [0, 1, 3, 4, 5, 21, 22, 24, 26, 28, 35, 37, 38, 39, 41, 42, 44, 46, 47, 55... (23 total positions)]. The amino acids at these positions are: ELDDDEGMNERKSGLYLTGDNIH. Given the antigen sequence: ELCDDDPPEIPHATFKAMAYKEGTMLNCECKRGFRRIKSGSLYMLCTGNSSHSSWDNQCQCPGHCREPPPWENEATERIYHFVVGQMVYYQCVQGYRALHRGPAESVCKMTHGKTRWTQ, which amino acid positions are active epitope sites? (2) The epitope positions are: [249, 251, 252, 253, 254, 262, 263, 264, 265, 266, 267, 268, 270, 272, 275, 308, 311, 313, 359]. The amino acids at these positions are: SEKFPQLVCWQATPITDCF. Given the antigen sequence: SRGSFVEMVDNLRGKSGQGYYVEMTVGSPPQTLNILVDTGSSNFAVGAAPHPFLHRYYQRQLSSTYRDLRKGVYVPYTQGKWEGELGTDLVSIPHGPNVTVRANIAAITESDKFFINGSNWEGILGLAYAEIARPDDSLEPFFDSLVKQTHVPNLFSLQLCGALASVGGSMIIGGIDHSLYTGSLWYTPIRREWYYEVIIVRVEINGQDLKMDCKEYNYDKSIVDSGTTNLRLPKKVFEAAVKSIKAASSTEKFPDGFWLGEQLVCWQAGTTPWNIFPVISLYLMGEVTNQSFRITILPQQYLRPVVATSQDDCYKFAISQSSTGTVMGAVIMEGFYVVFDRARKRIGFAVSACHVHDEFRTAAVEGPFVTLDMEDCGYNI, which amino acid positions are active epitope sites? (3) Given the antigen sequence: EFNVYWNVPTFMCHKYGLRFEEVSEKYGILQNWMDKFRGEEIAILYDPGMFPALLKVVARNGGVPQLGNLTKHLQVFRDHLINQIPDKSFPGVGVIDFESWRPIFRQNWASLQPYKKLSVEVVRREHPFWDDQRVEQEAKRRFEKYGQLFMEETLKAAKRMRPAANWGYYAYPYCYNLTPNQPSAQCEATTMQENDKMSWLFESEDVLLPSVYLRWNLTSGERVGLVGGRVKEALRIARQMTTSRKKVLPYYWYKYQDRRDTDLSRADLEATLRKITDLGADGFIIWGSSDDINTKAKCLQFREYLNNELGPAVKRIAL, which amino acid positions are active epitope sites? The epitope positions are: [123, 125, 127, 128, 129, 130, 131, 132, 133, 134]. The amino acids at these positions are: REPFWDDQRV. (4) Given the antigen sequence: KVFGRCELAAAMKRHGLDNYRGYSLGNWVCAAKFESNFNTQATNRNTDGSTDYGILQINSRWWCNDGRTPGSRNLCNIPCSALLSSDITASVNCAKKIVSDGNGMNAWVAWRNRCKGTDVQAWIRGCRL, which amino acid positions are active epitope sites? The epitope positions are: [13, 14, 15, 17, 18, 19, 20, 21, 22, 23, 24, 26, 40, 42, 43, 44, 45, 46, 47, 48... (65 total positions)]. The amino acids at these positions are: RHGDNYRGYSLNQTNRNTDGSTYWWNDGRT.... (5) Given the antigen sequence: NINISCETDGYLTKMTCRWSTSTLQLRYHRSSLYCSDIPSIHPISEPKDCYLQSDGFYECIFQPIFLLSGYTMWIRINGSLDSPPTCVLPDSVVKPLPPSSVKAEITINIGLLKISWNLQFQIRYGLSGKEVQWKMYEVYDKSVSLPVPDLCAVYAVQVRCKRLDGLGYWSNWSNPAYTVVC, which amino acid positions are active epitope sites? The epitope positions are: [2, 26, 27, 28, 29, 30, 31, 32, 37, 41, 42, 43, 45, 63, 65, 137, 139]. The amino acids at these positions are: NRYHRSSLIHPIEPFEY. (6) Given the antigen sequence: RTYTLADYLKNTFRVKSYSLRWVSDSEYLYKQENNILLFNAEHGNSSIFLENSTFEIFGDSISDYSVSPDRLFVLLEYNYVKQWRHSYTASYSIYDLNKRQLITEEKIPNNTQWITWSQEGHKLAYVWKNDIYVKIEPHLPSHRITSTGKENVIFNGINDWVYEEEIFGAYSALWWSPNGTFLAYAQFNDTGVPLIEYSFYSDESLQYPKTVWIPYPKAGAVNPTVKFFIVNTDSLSSTTTTIPMQITAPASVTTGDHYLCDVAWVSEDRISLQWLRRIQNYSVMAICDYDKTTLVWNCPTTQEHIETSATGWCGRFRPAEPHFTSDGSSFYKIVSDKDGYKHICQFQKDRKPEQVCTFITKGAWEVISIEALTSDYLYYISNEYKEMPGGRNLYKIQLTDHTNKKCLSCDLNPERCQYYSVSLSKEAKYYQLGCRGPGLPLYTLHRSTDQKELRVLEDNSALDKMLQDVQMPSKKLDFIVLNETRFWYQMILPPHFDKS..., which amino acid positions are active epitope sites? The epitope positions are: [33, 50, 51, 52, 55, 56, 57, 58, 59, 60, 77, 78, 94, 99, 100, 101, 106]. The amino acids at these positions are: NENSEIFGDSYNYRQLK.